From a dataset of Reaction yield outcomes from USPTO patents with 853,638 reactions. Predict the reaction yield, written as a fraction of the theoretical maximum amount of product (1.0 means a 100% yield; for example, 0.34 means a 34% yield). (1) The reactants are [F:1][C:2]1[CH:3]=[C:4]([CH:9]2[O:13]C(=O)[NH:11][CH:10]2[CH2:15][C:16]2[CH:21]=[CH:20][C:19]([C:22]([F:25])([F:24])[F:23])=[CH:18][CH:17]=2)[CH:5]=[CH:6][C:7]=1[F:8].[OH-].[Na+]. The catalyst is C(O)C. The product is [NH2:11][CH:10]([CH2:15][C:16]1[CH:21]=[CH:20][C:19]([C:22]([F:25])([F:24])[F:23])=[CH:18][CH:17]=1)[CH:9]([C:4]1[CH:5]=[CH:6][C:7]([F:8])=[C:2]([F:1])[CH:3]=1)[OH:13]. The yield is 0.750. (2) The reactants are [CH3:1][O:2][C@@:3]([CH3:10])([CH2:7][CH2:8][CH3:9])[C:4](O)=[O:5].CSC.B.[OH-].[Na+]. The catalyst is C(OC)(C)(C)C. The product is [CH3:1][O:2][C@@:3]([CH3:10])([CH2:7][CH2:8][CH3:9])[CH2:4][OH:5]. The yield is 1.00. (3) The reactants are Br[C:2]1[N:3]=[CH:4][C:5]([NH2:8])=[N:6][CH:7]=1.[CH:9]([Sn](CCCC)(CCCC)CCCC)=[CH2:10].[Li+].[Cl-].CCN(C(C)C)C(C)C.[F-].[K+]. The catalyst is CN(C=O)C.C1C=CC([P]([Pd]([P](C2C=CC=CC=2)(C2C=CC=CC=2)C2C=CC=CC=2)([P](C2C=CC=CC=2)(C2C=CC=CC=2)C2C=CC=CC=2)[P](C2C=CC=CC=2)(C2C=CC=CC=2)C2C=CC=CC=2)(C2C=CC=CC=2)C2C=CC=CC=2)=CC=1. The product is [CH:9]([C:2]1[N:3]=[CH:4][C:5]([NH2:8])=[N:6][CH:7]=1)=[CH2:10]. The yield is 0.770. (4) The reactants are [CH2:1]([O:8][C:9]1[CH:14]=[CH:13][C:12](B(O)O)=[C:11]([F:18])[C:10]=1[F:19])[C:2]1[CH:7]=[CH:6][CH:5]=[CH:4][CH:3]=1.Br[C:21]1[S:25][C:24]([N:26]2[CH2:29][C:28]3([CH2:34][CH2:33][N:32]([C:35]([O:37][C:38]([CH3:41])([CH3:40])[CH3:39])=[O:36])[CH2:31][CH2:30]3)[CH2:27]2)=[N:23][N:22]=1.C([O-])([O-])=O.[Na+].[Na+]. The catalyst is O1CCOCC1.O.CCOC(C)=O.C1C=CC([P]([Pd]([P](C2C=CC=CC=2)(C2C=CC=CC=2)C2C=CC=CC=2)([P](C2C=CC=CC=2)(C2C=CC=CC=2)C2C=CC=CC=2)[P](C2C=CC=CC=2)(C2C=CC=CC=2)C2C=CC=CC=2)(C2C=CC=CC=2)C2C=CC=CC=2)=CC=1. The product is [CH2:1]([O:8][C:9]1[CH:14]=[CH:13][C:12]([C:21]2[S:25][C:24]([N:26]3[CH2:29][C:28]4([CH2:34][CH2:33][N:32]([C:35]([O:37][C:38]([CH3:41])([CH3:40])[CH3:39])=[O:36])[CH2:31][CH2:30]4)[CH2:27]3)=[N:23][N:22]=2)=[C:11]([F:18])[C:10]=1[F:19])[C:2]1[CH:7]=[CH:6][CH:5]=[CH:4][CH:3]=1. The yield is 0.350. (5) The reactants are Cl.CN(C)CCCN=C=NCC.C([N:15]([CH2:18][CH3:19])[CH2:16][CH3:17])C.[OH:20]N1C2C=CC=CC=2N=N1.Cl.[CH3:31][O:32][C:33]1[CH:34]=[C:35]2[C:46]3[CH:39]([CH2:40][CH2:41][C:42]=3[C:43]=1[O:44][CH3:45])[NH:38][CH2:37][CH2:36]2.CN(C)[CH:49]=[O:50]. The catalyst is C(Cl)Cl.O. The product is [CH3:31][O:32][C:33]1[CH:34]=[C:35]2[C:46]3[CH:39]([CH2:40][CH2:41][C:42]=3[C:43]=1[O:44][CH3:45])[N:38]([C:49](=[O:50])[CH2:19][CH2:18][NH:15][C:16](=[O:20])[CH3:17])[CH2:37][CH2:36]2. The yield is 0.660. (6) The reactants are [NH2:1][C@H:2]1[CH2:7][CH2:6][CH2:5][CH2:4][C@H:3]1[NH:8][C:9](=[O:26])[C:10]1[C:15]([C:16]([F:19])([F:18])[F:17])=[CH:14][C:13]([C:20]([F:23])([F:22])[F:21])=[CH:12][C:11]=1[O:24][CH3:25].C(O)(=O)C.[CH:31]1([CH:34]=O)[CH2:33][CH2:32]1.C(O[BH-](OC(=O)C)OC(=O)C)(=O)C.[Na+]. The catalyst is CO. The product is [CH:31]1([CH2:34][NH:1][C@H:2]2[CH2:7][CH2:6][CH2:5][CH2:4][C@H:3]2[NH:8][C:9](=[O:26])[C:10]2[C:15]([C:16]([F:19])([F:18])[F:17])=[CH:14][C:13]([C:20]([F:21])([F:22])[F:23])=[CH:12][C:11]=2[O:24][CH3:25])[CH2:33][CH2:32]1. The yield is 0.360.